This data is from Forward reaction prediction with 1.9M reactions from USPTO patents (1976-2016). The task is: Predict the product of the given reaction. (1) Given the reactants [C:1]([C:3]1[C:4]([C:17]([F:20])([F:19])[F:18])=[C:5]2[C:9](=[CH:10][CH:11]=1)[N:8]([CH2:12][C:13](=[NH:16])[NH:14][OH:15])[CH:7]=[CH:6]2)#[N:2].[F:21][C:22]([F:34])([F:33])[O:23][C:24]1[CH:32]=[CH:31][C:27]([C:28](O)=O)=[CH:26][CH:25]=1, predict the reaction product. The product is: [F:18][C:17]([F:19])([F:20])[C:4]1[C:3]([C:1]#[N:2])=[CH:11][CH:10]=[C:9]2[C:5]=1[CH:6]=[CH:7][N:8]2[CH2:12][C:13]1[N:16]=[C:28]([C:27]2[CH:31]=[CH:32][C:24]([O:23][C:22]([F:21])([F:33])[F:34])=[CH:25][CH:26]=2)[O:15][N:14]=1. (2) Given the reactants [CH:1]1([C@H:5]([NH:7][C:8]2[N:16]=[C:15]([C:17]([O:19][CH3:20])=[O:18])[N:14]=[C:13]3[C:9]=2[N:10]([CH2:27][C:28]2[CH:33]=[CH:32][C:31]([C:34]([F:37])([F:36])[F:35])=[CH:30][CH:29]=2)[C:11]([C:21]2[CH:26]=[CH:25][CH:24]=[CH:23][N:22]=2)=[N:12]3)[CH3:6])[CH2:4][CH2:3][CH2:2]1, predict the reaction product. The product is: [CH:1]1([C@H:5]([NH:7][C:8]2[N:16]=[C:15]([C:17]([O:19][CH3:20])=[O:18])[N:14]=[C:13]3[C:9]=2[N:10]([CH2:27][C:28]2[CH:29]=[CH:30][C:31]([C:34]([F:35])([F:37])[F:36])=[CH:32][CH:33]=2)[C:11]([CH:21]2[CH2:26][CH2:25][CH2:24][CH2:23][NH:22]2)=[N:12]3)[CH3:6])[CH2:4][CH2:3][CH2:2]1. (3) Given the reactants [NH2:1][C:2]1[CH:7]=[C:6]([Cl:8])[C:5]([Cl:9])=[CH:4][C:3]=1[NH:10][C:11]([NH:13][C:14]1[C:18]([CH3:19])=[CH:17][S:16][CH:15]=1)=S.CI, predict the reaction product. The product is: [ClH:8].[Cl:9][C:5]1[C:6]([Cl:8])=[CH:7][C:2]2[N:1]=[C:11]([NH:13][C:14]3[C:18]([CH3:19])=[CH:17][S:16][CH:15]=3)[NH:10][C:3]=2[CH:4]=1. (4) Given the reactants [NH2:1][C:2]1[CH:7]=[CH:6][CH:5]=[CH:4][N:3]=1.[Cl:8][CH2:9][CH2:10][N:11]=[C:12]=[O:13], predict the reaction product. The product is: [Cl:8][CH2:9][CH2:10][NH:11][C:12]([NH:1][C:2]1[CH:7]=[CH:6][CH:5]=[CH:4][N:3]=1)=[O:13]. (5) Given the reactants [C:1]([OH:12])(=O)/[CH:2]=[CH:3]/[CH2:4][CH2:5][CH2:6][CH2:7][CH2:8][CH2:9][CH3:10].[CH3:13][N:14]([CH3:18])[CH2:15][CH2:16][SH:17], predict the reaction product. The product is: [C:1](=[O:12])([S:17][CH2:16][CH2:15][N:14]([CH3:18])[CH3:13])/[CH:2]=[CH:3]/[CH2:4][CH2:5][CH2:6][CH2:7][CH2:8][CH2:9][CH3:10]. (6) Given the reactants [CH2:1]([O:3][CH:4]([CH2:14][C:15]1[CH:20]=[CH:19][C:18]([OH:21])=[CH:17][CH:16]=1)[C:5]([O:7][CH2:8][CH2:9][CH2:10][CH2:11][CH2:12][CH3:13])=[O:6])[CH3:2].P([O-])([O-])([O-])=O.C([O-])(=O)C, predict the reaction product. The product is: [CH2:1]([O:3][C@@H:4]([CH2:14][C:15]1[CH:16]=[CH:17][C:18]([OH:21])=[CH:19][CH:20]=1)[C:5]([OH:7])=[O:6])[CH3:2].[CH2:1]([O:3][C@H:4]([CH2:14][C:15]1[CH:16]=[CH:17][C:18]([OH:21])=[CH:19][CH:20]=1)[C:5]([O:7][CH2:8][CH2:9][CH2:10][CH2:11][CH2:12][CH3:13])=[O:6])[CH3:2]. (7) The product is: [C:4]([CH:9]=[P:10]([C:23]1[CH:28]=[CH:27][CH:26]=[CH:25][CH:24]=1)([C:11]1[CH:12]=[CH:13][CH:14]=[CH:15][CH:16]=1)[C:17]1[CH:22]=[CH:21][CH:20]=[CH:19][CH:18]=1)([O:6][CH2:7][CH3:8])=[O:5]. Given the reactants [OH-].[Na+].[Br-].[C:4]([CH2:9][P+:10]([C:23]1[CH:28]=[CH:27][CH:26]=[CH:25][CH:24]=1)([C:17]1[CH:22]=[CH:21][CH:20]=[CH:19][CH:18]=1)[C:11]1[CH:16]=[CH:15][CH:14]=[CH:13][CH:12]=1)([O:6][CH2:7][CH3:8])=[O:5].C1C=CC2C(C3C=CC(O)=CC=3)(C3C=CC(O)=CC=3)OC(=O)C=2C=1, predict the reaction product. (8) Given the reactants [Cl:1][C:2]1[CH:3]=[C:4]2[C:8](=[CH:9][CH:10]=1)[NH:7][C:6](=[O:11])[C:5]2([N:20]1[CH2:29][C@H:28]([OH:30])[CH2:27][C@H:21]1[C:22]([N:24]([CH3:26])[CH3:25])=[O:23])[C:12]1[CH:17]=[CH:16][CH:15]=[CH:14][C:13]=1[O:18][CH3:19].[H-].[Na+].[CH3:33][O:34][C:35]1[CH:40]=[C:39]([O:41][C:42]([F:45])([F:44])[F:43])[CH:38]=[CH:37][C:36]=1[S:46](Cl)(=[O:48])=[O:47].C([O-])([O-])=O.[K+].[K+], predict the reaction product. The product is: [Cl:1][C:2]1[CH:3]=[C:4]2[C:8](=[CH:9][CH:10]=1)[N:7]([S:46]([C:36]1[CH:37]=[CH:38][C:39]([O:41][C:42]([F:43])([F:44])[F:45])=[CH:40][C:35]=1[O:34][CH3:33])(=[O:47])=[O:48])[C:6](=[O:11])[C:5]2([N:20]1[CH2:29][C@H:28]([OH:30])[CH2:27][C@H:21]1[C:22]([N:24]([CH3:25])[CH3:26])=[O:23])[C:12]1[CH:17]=[CH:16][CH:15]=[CH:14][C:13]=1[O:18][CH3:19]. (9) Given the reactants Br[CH2:2][CH2:3][CH2:4][CH2:5][CH2:6][CH2:7][Br:8].[CH3:9][C:10]1([CH2:14][OH:15])[CH2:13][O:12][CH2:11]1.[OH-].[Na+], predict the reaction product. The product is: [Br:8][CH2:7][CH2:6][CH2:5][CH2:4][CH2:3][CH2:2][O:15][CH2:14][C:10]1([CH3:9])[CH2:13][O:12][CH2:11]1.